Task: Predict the product of the given reaction.. Dataset: Forward reaction prediction with 1.9M reactions from USPTO patents (1976-2016) (1) The product is: [O:17]1[CH2:16][CH2:15][CH:14]([NH:13][C:12]2[NH:8][N:9]=[CH:10][CH:11]=2)[CH2:19][CH2:18]1. Given the reactants C([N:8]1[C:12]([NH:13][CH:14]2[CH2:19][CH2:18][O:17][CH2:16][CH2:15]2)=[CH:11][CH:10]=[N:9]1)C1C=CC=CC=1, predict the reaction product. (2) Given the reactants Cl.[CH3:2][N:3]([CH3:20])[C:4]1([C:14]2[CH:19]=[CH:18][CH:17]=[CH:16][CH:15]=2)[CH2:13][CH2:12][C:7]2(OCC[O:8]2)[CH2:6][CH2:5]1, predict the reaction product. The product is: [CH3:2][N:3]([CH3:20])[C:4]1([C:14]2[CH:15]=[CH:16][CH:17]=[CH:18][CH:19]=2)[CH2:13][CH2:12][C:7](=[O:8])[CH2:6][CH2:5]1. (3) Given the reactants [N+:1]([C:4]1[N:9]=[CH:8][C:7]([N:10]2[CH2:15][CH2:14][NH:13][CH2:12][CH2:11]2)=[CH:6][CH:5]=1)([O-:3])=[O:2].[OH:16][CH2:17][C:18](O)=[O:19].C(N(CC)C(C)C)(C)C.F[P-](F)(F)(F)(F)F.N1(O[P+](N2CCCC2)(N2CCCC2)N2CCCC2)C2C=CC=CC=2N=N1, predict the reaction product. The product is: [OH:19][CH2:18][C:17]([N:13]1[CH2:12][CH2:11][N:10]([C:7]2[CH:8]=[N:9][C:4]([N+:1]([O-:3])=[O:2])=[CH:5][CH:6]=2)[CH2:15][CH2:14]1)=[O:16]. (4) Given the reactants [CH3:10][C:2]1([CH3:10])[CH2:4][C:3](=[O:9])[CH:2]=[CH:4][C:3]1=[O:9].[OH:11]S(C(F)(F)F)(=O)=O.[C:19]([O:22]CC)(=[O:21])[CH3:20], predict the reaction product. The product is: [CH3:4][C:3]([CH2:2][C:10]([CH2:20][C:19]([OH:22])=[O:21])=[O:11])=[O:9]. (5) Given the reactants [CH3:1][O:2][C:3](=[O:15])[C:4]1[CH:9]=[CH:8][C:7]([CH2:10][NH:11][CH:12]=O)=[N:6][C:5]=1[Cl:14].O(Cl)Cl.[P+5].[OH-].[Na+], predict the reaction product. The product is: [CH3:1][O:2][C:3]([C:4]1[CH:9]=[CH:8][C:7]2[N:6]([CH:12]=[N:11][CH:10]=2)[C:5]=1[Cl:14])=[O:15]. (6) Given the reactants [Cl:1][C:2]1[S:6][C:5]([C@@H:7]([NH:10]C(=O)OC(C)(C)C)[CH:8]=[O:9])=[CH:4][CH:3]=1.[Cl:18][C:19]1[CH:20]=[C:21]([Mg]Br)[CH:22]=[CH:23][CH:24]=1, predict the reaction product. The product is: [NH2:10][C@H:7]([C:5]1[S:6][C:2]([Cl:1])=[CH:3][CH:4]=1)[C@@H:8]([C:23]1[CH:22]=[CH:21][CH:20]=[C:19]([Cl:18])[CH:24]=1)[OH:9]. (7) Given the reactants C(N1C=CN=C1)(N1C=CN=C1)=O.[Br:13][C:14]1[NH:15][C:16]2[C:21]([C:22]=1[CH:23]1[CH2:28][CH2:27][CH2:26][CH2:25][CH2:24]1)=[CH:20][CH:19]=[C:18]([C:29]([OH:31])=O)[CH:17]=2.C(=O)=O.[CH3:35][N:36]([CH3:41])[S:37]([NH2:40])(=[O:39])=[O:38].C1CCN2C(=NCCC2)CC1, predict the reaction product. The product is: [Br:13][C:14]1[NH:15][C:16]2[C:21]([C:22]=1[CH:23]1[CH2:28][CH2:27][CH2:26][CH2:25][CH2:24]1)=[CH:20][CH:19]=[C:18]([C:29]([NH:40][S:37]([N:36]([CH3:41])[CH3:35])(=[O:39])=[O:38])=[O:31])[CH:17]=2.